From a dataset of Catalyst prediction with 721,799 reactions and 888 catalyst types from USPTO. Predict which catalyst facilitates the given reaction. Reactant: C([O:3][C:4](=O)[C:5]([O:8][C:9]1[CH:42]=[CH:41][C:12]2[O:13][CH2:14][C:15]3[N:40]=[CH:39][CH:38]=[CH:37][C:16]=3[C:17](=[CH:18][CH2:19][CH2:20][N:21]3[CH2:26][CH2:25][C:24]([C:28]4[CH:33]=[CH:32][C:31]([Cl:34])=[CH:30][CH:29]=4)([OH:27])[C:23]([CH3:36])([CH3:35])[CH2:22]3)[C:11]=2[CH:10]=1)([CH3:7])[CH3:6])C.[H-].[Al+3].[Li+].[H-].[H-].[H-]. Product: [Cl:34][C:31]1[CH:32]=[CH:33][C:28]([C:24]2([OH:27])[CH2:25][CH2:26][N:21]([CH2:20][CH2:19][CH:18]=[C:17]3[C:16]4[CH:37]=[CH:38][CH:39]=[N:40][C:15]=4[CH2:14][O:13][C:12]4[CH:41]=[CH:42][C:9]([O:8][C:5]([CH3:6])([CH3:7])[CH2:4][OH:3])=[CH:10][C:11]3=4)[CH2:22][C:23]2([CH3:36])[CH3:35])=[CH:29][CH:30]=1. The catalyst class is: 54.